The task is: Regression. Given a peptide amino acid sequence and an MHC pseudo amino acid sequence, predict their binding affinity value. This is MHC class II binding data.. This data is from Peptide-MHC class II binding affinity with 134,281 pairs from IEDB. The peptide sequence is NNRIWLQFAKLTGFT. The MHC is HLA-DQA10301-DQB10302 with pseudo-sequence HLA-DQA10301-DQB10302. The binding affinity (normalized) is 0.374.